This data is from Reaction yield outcomes from USPTO patents with 853,638 reactions. The task is: Predict the reaction yield, written as a fraction of the theoretical maximum amount of product (1.0 means a 100% yield; for example, 0.34 means a 34% yield). (1) The reactants are [CH:1]([O:4][C:5]1[CH:10]=[CH:9][C:8]([N:11]2[C:15]3[CH:16]=[CH:17][C:18](/[CH:20]=[CH:21]\[C:22]4[CH:29]=[CH:28][C:25]([C:26]#[N:27])=[CH:24][CH:23]=4)=[CH:19][C:14]=3[N:13]=[CH:12]2)=[CH:7][CH:6]=1)([CH3:3])[CH3:2].[CH2:30]([Mg]Cl)[CH3:31].B(F)(F)F.CCOCC. The catalyst is O1CCCC1.CC(C)[O-].CC(C)[O-].CC(C)[O-].CC(C)[O-].[Ti+4]. The product is [CH:1]([O:4][C:5]1[CH:6]=[CH:7][C:8]([N:11]2[C:15]3[CH:16]=[CH:17][C:18](/[CH:20]=[CH:21]\[C:22]4[CH:23]=[CH:24][C:25]([C:26]5([NH2:27])[CH2:31][CH2:30]5)=[CH:28][CH:29]=4)=[CH:19][C:14]=3[N:13]=[CH:12]2)=[CH:9][CH:10]=1)([CH3:3])[CH3:2]. The yield is 0.0600. (2) The reactants are [O:1]1[C:5]2[CH:6]=[CH:7][C:8]([C:10]3([C:13]([NH:15][C:16]4[CH:17]=[C:18]5[C:22](=[CH:23][CH:24]=4)[NH:21][C:20]([C:25]([CH3:28])([CH3:27])[CH3:26])=[C:19]5[CH:29]=O)=[O:14])[CH2:12][CH2:11]3)=[CH:9][C:4]=2[O:3][CH2:2]1.Cl.[NH2:32][OH:33]. The catalyst is ClCCl. The product is [O:1]1[C:5]2[CH:6]=[CH:7][C:8]([C:10]3([C:13]([NH:15][C:16]4[CH:17]=[C:18]5[C:22](=[CH:23][CH:24]=4)[NH:21][C:20]([C:25]([CH3:28])([CH3:26])[CH3:27])=[C:19]5/[CH:29]=[N:32]\[OH:33])=[O:14])[CH2:12][CH2:11]3)=[CH:9][C:4]=2[O:3][CH2:2]1. The yield is 0.770. (3) The reactants are [F:1][C:2]1[CH:7]=[CH:6][C:5]([S:8]([N:11]2[C:16]3[CH:17]=[C:18]([N+:21]([O-])=O)[CH:19]=[CH:20][C:15]=3[O:14][C@@H:13]([CH3:24])[CH2:12]2)(=[O:10])=[O:9])=[CH:4][CH:3]=1. The catalyst is C(O)C.[Pd]. The product is [F:1][C:2]1[CH:3]=[CH:4][C:5]([S:8]([N:11]2[C:16]3[CH:17]=[C:18]([NH2:21])[CH:19]=[CH:20][C:15]=3[O:14][C@@H:13]([CH3:24])[CH2:12]2)(=[O:9])=[O:10])=[CH:6][CH:7]=1. The yield is 0.990. (4) The reactants are O.ON1C2C=CC=CC=2N=N1.Cl.CN(CCCN=C=NCC)C.C(N(CC)CC)C.[CH:31]1([CH2:34][N:35]2[C:43]([N:44]3[CH2:49][CH2:48][NH:47][CH2:46][CH2:45]3)=[N:42][C:41]3[C:36]2=[N:37][C:38]([C:56]2[CH:57]=[N:58][C:59]([NH2:62])=[N:60][CH:61]=2)=[N:39][C:40]=3[N:50]2[CH2:55][CH2:54][O:53][CH2:52][CH2:51]2)[CH2:33][CH2:32]1.Cl.[CH3:64][N:65]([CH3:70])[CH2:66][C:67](O)=[O:68]. The catalyst is ClCCl.CO.CN(C)C=O. The product is [CH:31]1([CH2:34][N:35]2[C:43]([N:44]3[CH2:49][CH2:48][N:47]([C:67](=[O:68])[CH2:66][N:65]([CH3:70])[CH3:64])[CH2:46][CH2:45]3)=[N:42][C:41]3[C:36]2=[N:37][C:38]([C:56]2[CH:61]=[N:60][C:59]([NH2:62])=[N:58][CH:57]=2)=[N:39][C:40]=3[N:50]2[CH2:55][CH2:54][O:53][CH2:52][CH2:51]2)[CH2:32][CH2:33]1. The yield is 0.710.